From a dataset of M1 muscarinic receptor antagonist screen with 61,756 compounds. Binary Classification. Given a drug SMILES string, predict its activity (active/inactive) in a high-throughput screening assay against a specified biological target. (1) The drug is O=C1N(C(=O)CC1Nc1c(cccc1)C(OCC)=O)c1c(cccc1)C. The result is 0 (inactive). (2) The molecule is O=C1C(C(NC(C1C)c1cc2OCOc2cc1)c1cc2OCOc2cc1)C. The result is 0 (inactive). (3) The drug is O1C23C(C(C1C=C3)C(OC)=O)C(=O)N(C2)c1c(CC)cccc1. The result is 0 (inactive). (4) The molecule is O=c1n(Cc2cccnc2)cnc2c1[nH]c1c2cccc1. The result is 0 (inactive). (5) The drug is O=C(NCc1n(Cc2c(cccc2)C)c2c(n1)cccc2)C. The result is 0 (inactive). (6) The drug is OC(=O)C1C(CC=CC1)C(=O)Nc1ccc(OCC)cc1. The result is 0 (inactive). (7) The compound is S(=O)(=O)(N1CCN(CC1)c1ncccn1)c1sccc1. The result is 0 (inactive). (8) The molecule is S(=O)(=O)(NC(CC(=O)NCCOC)c1occc1)c1ccc(cc1)C. The result is 0 (inactive).